Dataset: Forward reaction prediction with 1.9M reactions from USPTO patents (1976-2016). Task: Predict the product of the given reaction. (1) Given the reactants C(N(C(C1CC1)C)C(=O)CN1C(=O)[C@]2(C3C(=CC(NC([C:26]4C=N[O:29][C:30]=4[CH3:31])=O)=CC=3)CC2)NC1=O)C1C=CC=CC=1.[C:41]([Cl:46])(=[O:45])[C:42](Cl)=[O:43].[CH2:47](Cl)Cl, predict the reaction product. The product is: [CH3:26][C:30]1([CH3:31])[O:43][CH:42]([C:41]([Cl:46])=[O:45])[CH2:47][O:29]1. (2) Given the reactants F[P-](F)(F)(F)(F)F.N1(OC(N(C)C)=[N+](C)C)C2N=CC=CC=2N=N1.[C:25]([O:29][C:30]([NH:32][C:33]1([C:48]([OH:50])=O)[CH2:38][CH2:37][N:36]([C:39]2[C:40]3[CH:47]=[CH:46][NH:45][C:41]=3[N:42]=[CH:43][N:44]=2)[CH2:35][CH2:34]1)=[O:31])([CH3:28])([CH3:27])[CH3:26].C(N(C(C)C)C(C)C)C.[NH2:60][CH:61]([C:67]1[CH:72]=[CH:71][C:70]([Cl:73])=[CH:69][CH:68]=1)[CH2:62][NH:63][C:64](=[O:66])[CH3:65], predict the reaction product. The product is: [C:64]([NH:63][CH2:62][CH:61]([NH:60][C:48]([C:33]1([NH:32][C:30](=[O:31])[O:29][C:25]([CH3:27])([CH3:26])[CH3:28])[CH2:34][CH2:35][N:36]([C:39]2[C:40]3[CH:47]=[CH:46][NH:45][C:41]=3[N:42]=[CH:43][N:44]=2)[CH2:37][CH2:38]1)=[O:50])[C:67]1[CH:68]=[CH:69][C:70]([Cl:73])=[CH:71][CH:72]=1)(=[O:66])[CH3:65]. (3) The product is: [Cl:27][C:24]1[CH:25]=[CH:26][C:21]([CH2:20][N:16]2[C:17]3[C:13](=[CH:12][C:11](/[CH:10]=[C:7]4/[C:8](=[O:9])[N:4]([CH2:3][CH2:2][NH:1][S:38]([N:33]5[CH2:37][CH2:36][CH2:35][CH2:34]5)(=[O:40])=[O:39])[C:5](=[O:32])[S:6]/4)=[CH:19][CH:18]=3)[CH:14]=[N:15]2)=[C:22]([C:28]([F:30])([F:29])[F:31])[CH:23]=1. Given the reactants [NH2:1][CH2:2][CH2:3][N:4]1[C:8](=[O:9])/[C:7](=[CH:10]/[C:11]2[CH:12]=[C:13]3[C:17](=[CH:18][CH:19]=2)[N:16]([CH2:20][C:21]2[CH:26]=[CH:25][C:24]([Cl:27])=[CH:23][C:22]=2[C:28]([F:31])([F:30])[F:29])[N:15]=[CH:14]3)/[S:6][C:5]1=[O:32].[N:33]1([S:38](Cl)(=[O:40])=[O:39])[CH2:37][CH2:36][CH2:35][CH2:34]1, predict the reaction product. (4) The product is: [C:28]([O:27][C:26](=[O:32])[N:25]([CH:22]1[CH2:23][CH2:24][CH:19]([N:18]([C:40]([C:39]2[S:38][C:37]3[CH:43]=[CH:44][CH:45]=[C:46]([F:47])[C:36]=3[C:35]=2[Cl:34])=[O:41])[CH2:17][C:11]2[CH:10]=[C:9]([C:6]3[CH:7]=[CH:8][C:3]([C:1]#[N:2])=[CH:4][CH:5]=3)[CH:14]=[CH:13][C:12]=2[O:15][CH3:16])[CH2:20][CH2:21]1)[CH3:33])([CH3:30])([CH3:29])[CH3:31]. Given the reactants [C:1]([C:3]1[CH:8]=[CH:7][C:6]([C:9]2[CH:14]=[CH:13][C:12]([O:15][CH3:16])=[C:11]([CH2:17][NH:18][CH:19]3[CH2:24][CH2:23][CH:22]([N:25]([CH3:33])[C:26](=[O:32])[O:27][C:28]([CH3:31])([CH3:30])[CH3:29])[CH2:21][CH2:20]3)[CH:10]=2)=[CH:5][CH:4]=1)#[N:2].[Cl:34][C:35]1[C:36]2[C:46]([F:47])=[CH:45][CH:44]=[CH:43][C:37]=2[S:38][C:39]=1[C:40](Cl)=[O:41], predict the reaction product. (5) Given the reactants [F:1][C:2]([F:24])([F:23])[C:3]1[S:4][C:5]([CH2:10][CH2:11][O:12][Si:13]([CH:20]([CH3:22])[CH3:21])([CH:17]([CH3:19])[CH3:18])[CH:14]([CH3:16])[CH3:15])=[C:6]([CH2:8][OH:9])[N:7]=1.C(Cl)Cl, predict the reaction product. The product is: [F:24][C:2]([F:1])([F:23])[C:3]1[S:4][C:5]([CH2:10][CH2:11][O:12][Si:13]([CH:17]([CH3:19])[CH3:18])([CH:20]([CH3:21])[CH3:22])[CH:14]([CH3:16])[CH3:15])=[C:6]([CH:8]=[O:9])[N:7]=1. (6) Given the reactants Cl[C:2]1[CH:8]=[CH:7][CH:6]=[C:5](C)[C:3]=1[NH2:4].[CH2:10](C1C=CC(Br)=CC=1)[CH3:11].CC(C)([O-])C.[Na+].C(P(C(C)(C)C)C(C)(C)C)(C)(C)C.Cl, predict the reaction product. The product is: [CH2:10]([C:7]1[CH:8]=[CH:2][C:3]([NH2:4])=[CH:5][CH:6]=1)[CH3:11]. (7) Given the reactants [O:1]1[CH2:5][CH2:4][CH2:3][CH2:2]1.[C:6]1(C2(C3C=CC=CC=3)OB(C)N3CCC[C@H]23)[CH:11]=CC=C[CH:7]=1.C[OH:28].[Na].[H][H].[CH2:32]([O:34][CH2:35][CH3:36])[CH3:33], predict the reaction product. The product is: [C:32]([CH2:33][C@@H:4]1[C@@H:5]([OH:1])[CH:7]=[C:6]([CH3:11])[CH2:2][CH2:3]1)([O:34][CH2:35][CH3:36])=[O:28]. (8) Given the reactants [Br:1][C:2]1[C:11]([CH3:12])=[CH:10][C:9]2[C:8]([CH3:14])([CH3:13])[CH:7]=[CH:6][C:5]([CH3:16])([CH3:15])[C:4]=2[CH:3]=1.S(=O)(O)[O-:18].[Na+].[OH2:22], predict the reaction product. The product is: [Br:1][C:2]1[C:11]([CH3:12])=[CH:10][C:9]2[C:8]([CH3:14])([CH3:13])[C@@H:7]([OH:22])[C@@H:6]([OH:18])[C:5]([CH3:16])([CH3:15])[C:4]=2[CH:3]=1. (9) Given the reactants [CH:1]([C:4]1[CH:8]=[C:7]([NH2:9])[N:6]([C:10]2[CH:15]=[CH:14][C:13]([O:16][CH3:17])=[CH:12][CH:11]=2)[N:5]=1)([CH3:3])[CH3:2].C(=O)([O-])[O-].[K+].[K+].Cl[C:25]([O:27][C:28]1[CH:33]=[CH:32][CH:31]=[CH:30][CH:29]=1)=[O:26], predict the reaction product. The product is: [CH:1]([C:4]1[CH:8]=[C:7]([NH:9][C:25](=[O:26])[O:27][C:28]2[CH:33]=[CH:32][CH:31]=[CH:30][CH:29]=2)[N:6]([C:10]2[CH:11]=[CH:12][C:13]([O:16][CH3:17])=[CH:14][CH:15]=2)[N:5]=1)([CH3:3])[CH3:2]. (10) Given the reactants [CH2:1]([NH2:13])[CH2:2][CH2:3][CH2:4][CH2:5][CH2:6][CH2:7][CH2:8][CH2:9][CH2:10][CH2:11][CH3:12].[Li]CCCC.C([O:21][C:22](=O)[C:23]1[CH:28]=[C:27]([C:29]2[CH:34]=[CH:33][C:32]([F:35])=[C:31]([Cl:36])[CH:30]=2)[C:26]([O:37][CH2:38][CH2:39][OH:40])=[C:25]([Br:41])[CH:24]=1)C, predict the reaction product. The product is: [CH2:1]([NH:13][C:22](=[O:21])[C:23]1[CH:28]=[C:27]([C:29]2[CH:34]=[CH:33][C:32]([F:35])=[C:31]([Cl:36])[CH:30]=2)[C:26]([O:37][CH2:38][CH2:39][OH:40])=[C:25]([Br:41])[CH:24]=1)[CH2:2][CH2:3][CH2:4][CH2:5][CH2:6][CH2:7][CH2:8][CH2:9][CH2:10][CH2:11][CH3:12].